Dataset: NCI-60 drug combinations with 297,098 pairs across 59 cell lines. Task: Regression. Given two drug SMILES strings and cell line genomic features, predict the synergy score measuring deviation from expected non-interaction effect. Drug 1: CCC1=C2CN3C(=CC4=C(C3=O)COC(=O)C4(CC)O)C2=NC5=C1C=C(C=C5)O. Drug 2: C1=NC2=C(N1)C(=S)N=CN2. Cell line: SK-MEL-28. Synergy scores: CSS=17.0, Synergy_ZIP=-5.87, Synergy_Bliss=1.78, Synergy_Loewe=0.950, Synergy_HSA=2.32.